Dataset: Reaction yield outcomes from USPTO patents with 853,638 reactions. Task: Predict the reaction yield, written as a fraction of the theoretical maximum amount of product (1.0 means a 100% yield; for example, 0.34 means a 34% yield). (1) The reactants are C[O:2][CH2:3][C@H:4]([CH3:33])[O:5][C:6]1[CH:7]=[C:8]([C:23]2[NH:27][C:26]([C:28]3[S:29][CH:30]=[CH:31][N:32]=3)=[CH:25][CH:24]=2)[CH:9]=[C:10]([O:12][C:13]2[CH:18]=[CH:17][C:16]([S:19]([CH3:22])(=[O:21])=[O:20])=[CH:15][CH:14]=2)[CH:11]=1.B(Br)(Br)Br.ClCCl.C(=O)([O-])O.[Na+].C(OCC)(=O)C. The catalyst is ClCCl. The product is [CH3:22][S:19]([C:16]1[CH:15]=[CH:14][C:13]([O:12][C:10]2[CH:11]=[C:6]([CH:7]=[C:8]([C:23]3[NH:27][C:26]([C:28]4[S:29][CH:30]=[CH:31][N:32]=4)=[CH:25][CH:24]=3)[CH:9]=2)[O:5][C@@H:4]([CH3:33])[CH2:3][OH:2])=[CH:18][CH:17]=1)(=[O:21])=[O:20]. The yield is 0.610. (2) The reactants are [CH2:1]([N:8]([CH2:15][C:16]1[C:21](Cl)=[N:20][C:19]([N:23]([CH3:28])[CH:24]([CH3:27])[CH2:25][CH3:26])=[CH:18][N:17]=1)[CH2:9][C@@H:10]([OH:14])[CH2:11][O:12][CH3:13])[C:2]1[CH:7]=[CH:6][CH:5]=[CH:4][CH:3]=1.CC(C)([O-])C.[K+].O. The catalyst is CN(C=O)C. The product is [CH2:1]([N:8]1[CH2:15][C:16]2[N:17]=[CH:18][C:19]([N:23]([CH3:28])[CH:24]([CH3:27])[CH2:25][CH3:26])=[N:20][C:21]=2[O:14][C@@H:10]([CH2:11][O:12][CH3:13])[CH2:9]1)[C:2]1[CH:7]=[CH:6][CH:5]=[CH:4][CH:3]=1. The yield is 0.860. (3) The reactants are [Cl:1][C:2]1[CH:3]=[C:4]([NH2:8])[CH:5]=[CH:6][CH:7]=1.[C:9](#[N:12])[CH:10]=[CH2:11]. The catalyst is CC([O-])=O.CC([O-])=O.[Cu+2]. The product is [Cl:1][C:2]1[CH:3]=[C:4]([NH:8][CH2:11][CH2:10][C:9]#[N:12])[CH:5]=[CH:6][CH:7]=1. The yield is 0.670. (4) The reactants are [S:1]1[CH2:5][CH2:4][CH:3]([C:6]2[CH:7]=[CH:8][C:9]([C:12]([F:15])([F:14])[F:13])=[N:10][CH:11]=2)[CH2:2]1.[N:16]#[C:17][NH2:18].C(O)(=O)C.C(O)(=O)C.IC1C=CC=CC=1. The catalyst is CC#N. The product is [F:14][C:12]([F:15])([F:13])[C:9]1[N:10]=[CH:11][C:6]([CH:3]2[CH2:4][CH2:5][S:1](=[N:18][C:17]#[N:16])[CH2:2]2)=[CH:7][CH:8]=1. The yield is 0.884. (5) The reactants are [C:1]([O:5][C:6]([N:8]1[CH2:13][CH2:12][N:11]([CH2:14][C:15]2[CH:23]=[CH:22][C:18]([C:19]([OH:21])=O)=[CH:17][C:16]=2[Cl:24])[CH2:10][CH2:9]1)=[O:7])([CH3:4])([CH3:3])[CH3:2].Cl.CN(C)[CH2:28][CH2:29][CH2:30][N:31]=[C:32]=NCC.ClCCl.N1CCCC1. The catalyst is O. The product is [Cl:24][C:16]1[CH:17]=[C:18]([C:19]([N:31]2[CH2:32][CH2:28][CH2:29][CH2:30]2)=[O:21])[CH:22]=[CH:23][C:15]=1[CH2:14][N:11]1[CH2:12][CH2:13][N:8]([C:6]([O:5][C:1]([CH3:2])([CH3:4])[CH3:3])=[O:7])[CH2:9][CH2:10]1. The yield is 0.620. (6) The reactants are C1(C(C2C=CC=CC=2)[N:8]2[CH2:11][CH:10]([CH2:12][S:13]([C:16]3[CH:21]=[CH:20][CH:19]=[CH:18][C:17]=3[F:22])(=[O:15])=[O:14])[CH2:9]2)C=CC=CC=1.[H][H].[ClH:31]. The catalyst is C(O)C.O.[OH-].[OH-].[Pd+2]. The product is [ClH:31].[F:22][C:17]1[CH:18]=[CH:19][CH:20]=[CH:21][C:16]=1[S:13]([CH2:12][CH:10]1[CH2:11][NH:8][CH2:9]1)(=[O:14])=[O:15]. The yield is 0.910. (7) The reactants are O.C(=O)([O-])[O-].[Na+].[Na+].[C:8]([C:12]1[CH:17]=[CH:16][C:15](B(O)O)=[CH:14][CH:13]=1)([CH3:11])([CH3:10])[CH3:9].Br[C:22]1[S:23][C:24](Br)=[CH:25][C:26]=1[Br:27]. The catalyst is O.C1COCC1.C1C=CC([P]([Pd]([P](C2C=CC=CC=2)(C2C=CC=CC=2)C2C=CC=CC=2)([P](C2C=CC=CC=2)(C2C=CC=CC=2)C2C=CC=CC=2)[P](C2C=CC=CC=2)(C2C=CC=CC=2)C2C=CC=CC=2)(C2C=CC=CC=2)C2C=CC=CC=2)=CC=1. The product is [Br:27][C:26]1[CH:25]=[C:24]([C:15]2[CH:16]=[CH:17][C:12]([C:8]([CH3:11])([CH3:10])[CH3:9])=[CH:13][CH:14]=2)[S:23][C:22]=1[C:15]1[CH:16]=[CH:17][C:12]([C:8]([CH3:11])([CH3:10])[CH3:9])=[CH:13][CH:14]=1. The yield is 0.890. (8) The reactants are [CH:1]1([N:4]2[CH2:13][C:12]([CH3:15])([CH3:14])[C:11]3[C:6](=[CH:7][CH:8]=[C:9]([CH2:16][OH:17])[CH:10]=3)[CH2:5]2)[CH2:3][CH2:2]1.C[N+]1([O-])CCOCC1.C(OCC)(=O)C. The catalyst is ClCCl.C(#N)C.CCCCCC.[Ru]([O-])(=O)(=O)=O.C([N+](CCC)(CCC)CCC)CC. The product is [CH:1]1([N:4]2[CH2:13][C:12]([CH3:14])([CH3:15])[C:11]3[C:6](=[CH:7][CH:8]=[C:9]([CH:16]=[O:17])[CH:10]=3)[CH2:5]2)[CH2:3][CH2:2]1. The yield is 0.370. (9) The reactants are [Br:1][C:2]1[C:3]([O:12][CH3:13])=[C:4]([CH:7]=[C:8]([O:10][CH3:11])[CH:9]=1)[CH:5]=[O:6].[H-].[H-].[H-].[H-].[Li+].[Al+3]. The catalyst is C1COCC1. The product is [Br:1][C:2]1[C:3]([O:12][CH3:13])=[C:4]([CH2:5][OH:6])[CH:7]=[C:8]([O:10][CH3:11])[CH:9]=1. The yield is 0.930.